Task: Regression. Given a peptide amino acid sequence and an MHC pseudo amino acid sequence, predict their binding affinity value. This is MHC class I binding data.. Dataset: Peptide-MHC class I binding affinity with 185,985 pairs from IEDB/IMGT (1) The peptide sequence is ETDLNQWMV. The MHC is HLA-A02:12 with pseudo-sequence HLA-A02:12. The binding affinity (normalized) is 0.475. (2) The peptide sequence is FIKDYRYTY. The MHC is HLA-A24:02 with pseudo-sequence HLA-A24:02. The binding affinity (normalized) is 0.0847. (3) The peptide sequence is ASNKPISNR. The MHC is HLA-A31:01 with pseudo-sequence HLA-A31:01. The binding affinity (normalized) is 1.00. (4) The peptide sequence is GRNQFVDGL. The MHC is HLA-A23:01 with pseudo-sequence HLA-A23:01. The binding affinity (normalized) is 0.213. (5) The peptide sequence is SYMKSIQRI. The MHC is H-2-Dd with pseudo-sequence H-2-Dd. The binding affinity (normalized) is 0. (6) The peptide sequence is TSRYWEPEFY. The MHC is HLA-A01:01 with pseudo-sequence HLA-A01:01. The binding affinity (normalized) is 0.788. (7) The peptide sequence is TCDGNTFTY. The MHC is HLA-A69:01 with pseudo-sequence HLA-A69:01. The binding affinity (normalized) is 0.0847. (8) The peptide sequence is FMFNDLLKL. The MHC is HLA-C03:03 with pseudo-sequence HLA-C03:03. The binding affinity (normalized) is 0.341. (9) The peptide sequence is LALEGSLQK. The MHC is HLA-A11:01 with pseudo-sequence HLA-A11:01. The binding affinity (normalized) is 0.564.